Dataset: NCI-60 drug combinations with 297,098 pairs across 59 cell lines. Task: Regression. Given two drug SMILES strings and cell line genomic features, predict the synergy score measuring deviation from expected non-interaction effect. (1) Drug 1: C1=NC2=C(N=C(N=C2N1C3C(C(C(O3)CO)O)O)F)N. Drug 2: CS(=O)(=O)CCNCC1=CC=C(O1)C2=CC3=C(C=C2)N=CN=C3NC4=CC(=C(C=C4)OCC5=CC(=CC=C5)F)Cl. Cell line: SN12C. Synergy scores: CSS=10.2, Synergy_ZIP=-12.9, Synergy_Bliss=-6.09, Synergy_Loewe=-20.1, Synergy_HSA=-11.9. (2) Drug 1: C1=CC(=CC=C1CC(C(=O)O)N)N(CCCl)CCCl.Cl. Drug 2: CC1=C(C(=O)C2=C(C1=O)N3CC4C(C3(C2COC(=O)N)OC)N4)N. Cell line: DU-145. Synergy scores: CSS=57.7, Synergy_ZIP=-3.97, Synergy_Bliss=-5.74, Synergy_Loewe=-41.5, Synergy_HSA=-6.55.